From a dataset of Reaction yield outcomes from USPTO patents with 853,638 reactions. Predict the reaction yield, written as a fraction of the theoretical maximum amount of product (1.0 means a 100% yield; for example, 0.34 means a 34% yield). The reactants are C(OC[N:9]1[C:13]2[N:14]=[N:15][CH:16]=[C:17]([C:18]3[CH:19]=[N:20][N:21]([C@H:23]([CH:27]4[CH2:31][CH2:30][CH2:29][CH2:28]4)[CH2:24][C:25]#[N:26])[CH:22]=3)[C:12]=2[CH:11]=[CH:10]1)(=O)C(C)(C)C.[OH-].[Na+]. The catalyst is CO. The product is [N:14]1[C:13]2[NH:9][CH:10]=[CH:11][C:12]=2[C:17]([C:18]2[CH:19]=[N:20][N:21]([C@H:23]([CH:27]3[CH2:31][CH2:30][CH2:29][CH2:28]3)[CH2:24][C:25]#[N:26])[CH:22]=2)=[CH:16][N:15]=1. The yield is 0.540.